This data is from Reaction yield outcomes from USPTO patents with 853,638 reactions. The task is: Predict the reaction yield, written as a fraction of the theoretical maximum amount of product (1.0 means a 100% yield; for example, 0.34 means a 34% yield). (1) The yield is 0.870. The product is [NH:5]1[C:6]2[CH:7]=[CH:8][C:9](=[O:14])[NH:10][C:11]=2[CH:12]=[CH:13][C:4]1=[O:3]. The reactants are Br.C[O:3][C:4]1[N:5]=[C:6]2[C:11](=[CH:12][CH:13]=1)[NH:10][C:9](=[O:14])[CH:8]=[CH:7]2.C(=O)([O-])[O-].[Na+].[Na+]. The catalyst is O. (2) The reactants are [NH2:1][C:2]1[N:7]=[C:6](/[C:8](=[C:11]2\[NH:12][C:13]3[CH:21]=[CH:20][CH:19]=[CH:18][C:14]=3[N:15]\2[CH2:16][CH3:17])/[C:9]#[N:10])[C:5]([CH3:22])=[CH:4][N:3]=1.[CH3:23][N:24]1[CH2:29][CH2:28][N:27]([C:30](=[O:36])[CH2:31][CH2:32][C:33](O)=[O:34])[CH2:26][CH2:25]1. No catalyst specified. The product is [C:9](/[C:8](=[C:11]1/[NH:12][C:13]2[CH:21]=[CH:20][CH:19]=[CH:18][C:14]=2[N:15]/1[CH2:16][CH3:17])/[C:6]1[C:5]([CH3:22])=[CH:4][N:3]=[C:2]([NH:1][C:33](=[O:34])[CH2:32][CH2:31][C:30]([N:27]2[CH2:26][CH2:25][N:24]([CH3:23])[CH2:29][CH2:28]2)=[O:36])[N:7]=1)#[N:10]. The yield is 0.650. (3) The product is [Br:1][C:2]1[CH:18]=[CH:17][C:5]2[C:6]3[N:7]([CH:11]=[C:12]([C:14]4[N:37]([CH:34]([CH3:36])[CH3:35])[N:38]=[CH:19][N:16]=4)[N:13]=3)[CH2:8][CH2:9][O:10][C:4]=2[CH:3]=1. The catalyst is C(O)(=O)C. The reactants are [Br:1][C:2]1[CH:18]=[CH:17][C:5]2[C:6]3[N:7]([CH:11]=[C:12]([C:14]([NH2:16])=O)[N:13]=3)[CH2:8][CH2:9][O:10][C:4]=2[CH:3]=1.[CH3:19]OC(OC)N(C)C.COCCOC.Cl.[CH:34]([NH:37][NH2:38])([CH3:36])[CH3:35]. The yield is 0.390. (4) No catalyst specified. The product is [CH2:20]([O:19][C:7]1[CH:6]=[C:5]([N:1]([CH3:4])[CH3:2])[N:10]=[N:9][C:8]=1[O:11][CH2:12][C:13]1[CH:18]=[CH:17][CH:16]=[CH:15][CH:14]=1)[C:21]1[CH:22]=[CH:23][CH:24]=[CH:25][CH:26]=1. The reactants are [N:1]1([C:5]2[N:10]=[N:9][C:8]([O:11][CH2:12][C:13]3[CH:18]=[CH:17][CH:16]=[CH:15][CH:14]=3)=[C:7]([O:19][CH2:20][C:21]3[CH:26]=[CH:25][CH:24]=[CH:23][CH:22]=3)[CH:6]=2)[CH2:4]C[CH2:2]1.C(OC1N=NC(Cl)=CC=1OCC1C=CC=CC=1)C1C=CC=CC=1.C(OC1N=NC(C#CC(C)C)=CC=1OCC1C=CC=CC=1)C1C=CC=CC=1.CNC. The yield is 0.760. (5) The reactants are [CH2:1]([O:3][C:4]([N:6]1[C:10]2[S:11][C:12]([C:14](=[O:25])[NH:15][C:16]([CH3:24])([C:18]3[CH:23]=[CH:22][CH:21]=[CH:20][CH:19]=3)[CH3:17])=[CH:13][C:9]=2[C:8]([NH:26][C:27](=[O:37])[C:28]2[CH:33]=[CH:32][CH:31]=[CH:30][C:29]=2[N+:34]([O-])=O)=[N:7]1)=[O:5])[CH3:2]. The catalyst is C(OC(=O)C)C.[Pd]. The product is [CH2:1]([O:3][C:4]([N:6]1[C:10]2[S:11][C:12]([C:14](=[O:25])[NH:15][C:16]([CH3:24])([C:18]3[CH:23]=[CH:22][CH:21]=[CH:20][CH:19]=3)[CH3:17])=[CH:13][C:9]=2[C:8]([NH:26][C:27](=[O:37])[C:28]2[CH:33]=[CH:32][CH:31]=[CH:30][C:29]=2[NH2:34])=[N:7]1)=[O:5])[CH3:2]. The yield is 0.850.